Dataset: Full USPTO retrosynthesis dataset with 1.9M reactions from patents (1976-2016). Task: Predict the reactants needed to synthesize the given product. Given the product [CH3:1][N:2]([CH3:37])[C:3](=[O:36])[C:4]1[CH:9]=[CH:8][C:7]([NH:10][C:11]2[NH:16][C:15]3=[N:17][CH:18]=[CH:19][C:14]3=[C:13]([NH:30][CH2:31][C:32]([F:34])([F:35])[F:33])[N:12]=2)=[CH:6][CH:5]=1, predict the reactants needed to synthesize it. The reactants are: [CH3:1][N:2]([CH3:37])[C:3](=[O:36])[C:4]1[CH:9]=[CH:8][C:7]([NH:10][C:11]2[N:12]=[C:13]([NH:30][CH2:31][C:32]([F:35])([F:34])[F:33])[C:14]3[CH:19]=[CH:18][N:17](S(C4C=CC(C)=CC=4)(=O)=O)[C:15]=3[N:16]=2)=[CH:6][CH:5]=1.[OH-].[Na+].